Dataset: NCI-60 drug combinations with 297,098 pairs across 59 cell lines. Task: Regression. Given two drug SMILES strings and cell line genomic features, predict the synergy score measuring deviation from expected non-interaction effect. (1) Drug 1: CC1C(C(CC(O1)OC2CC(CC3=C2C(=C4C(=C3O)C(=O)C5=C(C4=O)C(=CC=C5)OC)O)(C(=O)CO)O)N)O. Drug 2: CN1C(=O)N2C=NC(=C2N=N1)C(=O)N. Cell line: UACC62. Synergy scores: CSS=45.7, Synergy_ZIP=-9.16, Synergy_Bliss=-13.4, Synergy_Loewe=-26.3, Synergy_HSA=-8.71. (2) Drug 1: C1=CC(=C2C(=C1NCCNCCO)C(=O)C3=C(C=CC(=C3C2=O)O)O)NCCNCCO. Drug 2: C(CN)CNCCSP(=O)(O)O. Cell line: OVCAR3. Synergy scores: CSS=41.0, Synergy_ZIP=9.46, Synergy_Bliss=11.4, Synergy_Loewe=-22.6, Synergy_HSA=6.55. (3) Drug 1: CN(C)C1=NC(=NC(=N1)N(C)C)N(C)C. Drug 2: C1CN(P(=O)(OC1)NCCCl)CCCl. Cell line: SR. Synergy scores: CSS=1.72, Synergy_ZIP=5.31, Synergy_Bliss=-0.906, Synergy_Loewe=-0.511, Synergy_HSA=0.208.